This data is from Catalyst prediction with 721,799 reactions and 888 catalyst types from USPTO. The task is: Predict which catalyst facilitates the given reaction. (1) Reactant: [Li+].[CH3:2][CH:3]([N-]C(C)C)[CH3:4].[CH3:9][O:10][C:11](=[O:33])[CH2:12][C:13]1[CH:14]=[C:15]([C:26]2[CH:31]=[CH:30][C:29]([Cl:32])=[CH:28][CH:27]=2)[CH:16]=[C:17]([C:19]2[CH:24]=[CH:23][C:22]([Cl:25])=[CH:21][CH:20]=2)[CH:18]=1.ICCC.[Cl-].[NH4+]. Product: [CH3:9][O:10][C:11](=[O:33])[CH:12]([C:13]1[CH:14]=[C:15]([C:26]2[CH:31]=[CH:30][C:29]([Cl:32])=[CH:28][CH:27]=2)[CH:16]=[C:17]([C:19]2[CH:20]=[CH:21][C:22]([Cl:25])=[CH:23][CH:24]=2)[CH:18]=1)[CH2:2][CH2:3][CH3:4]. The catalyst class is: 249. (2) Reactant: Cl.[NH2:2][C@@H:3]1[CH2:7][CH2:6][N:5]([C:8]2[CH:13]=[CH:12][C:11]([N:14]3[CH2:18][C@H:17]([CH2:19][N:20]4[CH:24]=[CH:23][N:22]=[N:21]4)[O:16][C:15]3=[O:25])=[CH:10][C:9]=2[F:26])[CH2:4]1.C(=O)(O)[O-].[Na+].Cl[C:33]([O:35][CH3:36])=[O:34]. Product: [CH3:36][O:35][C:33]([NH:2][C@@H:3]1[CH2:7][CH2:6][N:5]([C:8]2[CH:13]=[CH:12][C:11]([N:14]3[CH2:18][C@H:17]([CH2:19][N:20]4[CH:24]=[CH:23][N:22]=[N:21]4)[O:16][C:15]3=[O:25])=[CH:10][C:9]=2[F:26])[CH2:4]1)=[O:34]. The catalyst class is: 4. (3) Reactant: [Cl:1][C:2]1[N:7]=[C:6](Br)[CH:5]=[CH:4][N:3]=1.CC1(C)C(C)(C)OB([C:17]2[CH:18]=[C:19]3[C:24](=[O:25])[NH:23][CH2:22][CH2:21][N:20]3[CH:26]=2)O1.C(=O)([O-])[O-].[Cs+].[Cs+].O1CCOCC1.O. Product: [Cl:1][C:2]1[N:7]=[C:6]([C:17]2[CH:18]=[C:19]3[C:24](=[O:25])[NH:23][CH2:22][CH2:21][N:20]3[CH:26]=2)[CH:5]=[CH:4][N:3]=1. The catalyst class is: 263. (4) Reactant: [C:1]([O:5][C:6]([NH:8][CH2:9][C:10]([CH:17]1[CH2:22][CH2:21][CH2:20][CH2:19][CH2:18]1)([CH3:16])[C:11]([O:13][CH2:14][CH3:15])=[O:12])=[O:7])([CH3:4])([CH3:3])[CH3:2].[CH3:23]I.[H-].[Na+]. Product: [C:1]([O:5][C:6]([N:8]([CH3:23])[CH2:9][C:10]([CH:17]1[CH2:18][CH2:19][CH2:20][CH2:21][CH2:22]1)([CH3:16])[C:11]([O:13][CH2:14][CH3:15])=[O:12])=[O:7])([CH3:2])([CH3:3])[CH3:4]. The catalyst class is: 3. (5) Reactant: [CH3:1][C:2]([O:4][CH2:5][C:6]1[CH2:15][S:14][C@@H:9]2[C@H:10]([NH2:13])[C:11](=[O:12])[N:8]2[C:7]=1[C:16]([OH:18])=[O:17])=[O:3].[CH3:19][Si:20]([CH3:27])([CH3:26])N[Si:20]([CH3:27])([CH3:26])[CH3:19].C(N)(=O)C.N1C=CN=C1. Product: [CH3:19][Si:20]([NH:13][C@@H:10]1[C:11](=[O:12])[N:8]2[C:7]([C:16]([O:18][Si:20]([CH3:27])([CH3:26])[CH3:19])=[O:17])=[C:6]([CH2:5][O:4][C:2](=[O:3])[CH3:1])[CH2:15][S:14][C@H:9]12)([CH3:27])[CH3:26]. The catalyst class is: 244. (6) Reactant: [CH3:1][O:2][C:3]([C:5]1[S:28][C:8]2=[C:9]([N:14]=C(C3C=CC=CC=3)C3C=CC=CC=3)[N:10]=[CH:11][C:12]([Br:13])=[C:7]2[CH:6]=1)=[O:4].Cl. Product: [CH3:1][O:2][C:3]([C:5]1[S:28][C:8]2=[C:9]([NH2:14])[N:10]=[CH:11][C:12]([Br:13])=[C:7]2[CH:6]=1)=[O:4]. The catalyst class is: 12. (7) Reactant: [C:1]([O:5][C:6]([NH:8][NH:9][CH:10]1[CH2:13][CH2:12][CH2:11]1)=[O:7])([CH3:4])([CH3:3])[CH3:2].[CH2:14](Br)[CH:15]=[CH2:16].C(=O)([O-])[O-].[K+].[K+].[I-].[Li+]. Product: [C:1]([O:5][C:6]([NH:8][N:9]([CH2:16][CH:15]=[CH2:14])[CH:10]1[CH2:11][CH2:12][CH2:13]1)=[O:7])([CH3:4])([CH3:2])[CH3:3]. The catalyst class is: 8.